This data is from Reaction yield outcomes from USPTO patents with 853,638 reactions. The task is: Predict the reaction yield, written as a fraction of the theoretical maximum amount of product (1.0 means a 100% yield; for example, 0.34 means a 34% yield). (1) The reactants are [OH-:1].[Na+].[CH:3]([C:6]1[C:7]([O:39][CH2:40][O:41][CH3:42])=[CH:8][C:9]([O:35][CH2:36][O:37][CH3:38])=[C:10]([C:12]2[N:16]([C:17]3[CH:22]=[CH:21][C:20]([CH2:23][N:24]4[CH2:29][CH2:28][N:27]([CH3:30])[CH2:26][CH2:25]4)=[CH:19][CH:18]=3)[C:15](S(C)(=O)=O)=[N:14][N:13]=2)[CH:11]=1)([CH3:5])[CH3:4]. The catalyst is CS(C)=O. The product is [CH:3]([C:6]1[C:7]([O:39][CH2:40][O:41][CH3:42])=[CH:8][C:9]([O:35][CH2:36][O:37][CH3:38])=[C:10]([C:12]2[N:16]([C:17]3[CH:22]=[CH:21][C:20]([CH2:23][N:24]4[CH2:29][CH2:28][N:27]([CH3:30])[CH2:26][CH2:25]4)=[CH:19][CH:18]=3)[C:15](=[O:1])[NH:14][N:13]=2)[CH:11]=1)([CH3:5])[CH3:4]. The yield is 0.950. (2) The reactants are [NH2:1][C:2]1[CH:9]=[CH:8][CH:7]=[C:6]([O:10][CH2:11][CH2:12][CH2:13][CH2:14][CH2:15][O:16][Si](C(C)(C)C)(C)C)[C:3]=1[C:4]#[N:5].[S:24](Cl)(=[O:27])(=[O:26])[NH2:25]. No catalyst specified. The product is [S:24](=[O:27])(=[O:26])([O:16][CH2:15][CH2:14][CH2:13][CH2:12][CH2:11][O:10][C:6]1[CH:7]=[CH:8][CH:9]=[C:2]([NH:1][S:24](=[O:27])(=[O:26])[NH2:25])[C:3]=1[C:4]#[N:5])[NH2:25]. The yield is 0.260.